Dataset: Reaction yield outcomes from USPTO patents with 853,638 reactions. Task: Predict the reaction yield, written as a fraction of the theoretical maximum amount of product (1.0 means a 100% yield; for example, 0.34 means a 34% yield). (1) The reactants are [CH2:1]([N:3]([CH2:15][CH3:16])[CH2:4][CH2:5][CH2:6][O:7][C:8]1[CH:13]=[CH:12][C:11]([NH2:14])=[CH:10][CH:9]=1)[CH3:2].[CH3:17][C:18]1[CH:26]=[CH:25][CH:24]=[C:23]2[C:19]=1[C:20](=[CH:28]O)[C:21](=[O:27])[NH:22]2. The catalyst is C1COCC1. The product is [CH2:15]([N:3]([CH2:1][CH3:2])[CH2:4][CH2:5][CH2:6][O:7][C:8]1[CH:9]=[CH:10][C:11]([NH:14][CH:28]=[C:20]2[C:19]3[C:23](=[CH:24][CH:25]=[CH:26][C:18]=3[CH3:17])[NH:22][C:21]2=[O:27])=[CH:12][CH:13]=1)[CH3:16]. The yield is 0.520. (2) The reactants are [F:1][C:2]([F:43])([F:42])[C:3]1[CH:4]=[C:5]([CH:35]=[C:36]([C:38]([F:41])([F:40])[F:39])[CH:37]=1)[CH2:6][N:7]([C:30]1[NH:34][N:33]=[N:32][N:31]=1)[CH:8]1[CH2:14][CH2:13][CH2:12][N:11]([C:15]([O:17][CH:18]([CH3:20])[CH3:19])=[O:16])[C:10]2[C:21]([CH3:29])=[C:22]([C:25]([F:28])([F:27])[F:26])[CH:23]=[CH:24][C:9]1=2.CO.[C:46]1(P(C2C=CC=CC=2)C2C=CC=CC=2)C=CC=CC=1.N(C(OCC)=O)=NC(OCC)=O. The catalyst is ClCCl. The product is [F:39][C:38]([F:41])([F:40])[C:36]1[CH:35]=[C:5]([CH:4]=[C:3]([C:2]([F:42])([F:1])[F:43])[CH:37]=1)[CH2:6][N:7]([C:30]1[N:31]=[N:32][N:33]([CH3:46])[N:34]=1)[CH:8]1[CH2:14][CH2:13][CH2:12][N:11]([C:15]([O:17][CH:18]([CH3:19])[CH3:20])=[O:16])[C:10]2[C:21]([CH3:29])=[C:22]([C:25]([F:26])([F:27])[F:28])[CH:23]=[CH:24][C:9]1=2. The yield is 0.530. (3) The reactants are [N+:1]([C:4]1[CH:5]=[C:6]([CH:12]=[CH:13][CH:14]=1)[CH:7]=[CH:8][C:9](O)=[O:10])([O-:3])=[O:2].C(Cl)(=O)C([Cl:18])=O. The catalyst is CN(C=O)C. The product is [N+:1]([C:4]1[CH:5]=[C:6]([CH:12]=[CH:13][CH:14]=1)[CH:7]=[CH:8][C:9]([Cl:18])=[O:10])([O-:3])=[O:2]. The yield is 0.970.